This data is from Catalyst prediction with 721,799 reactions and 888 catalyst types from USPTO. The task is: Predict which catalyst facilitates the given reaction. Reactant: [Cl:1][C:2]1[CH:3]=[C:4]([CH2:8][C:9]([C:11]2[S:12][C:13]([Cl:16])=[CH:14][CH:15]=2)=[O:10])[CH:5]=[CH:6][CH:7]=1.[CH3:17][O:18][C:19](=[O:22])[CH:20]=[CH2:21].N12CCCN=C1CCCCC2. Product: [Cl:1][C:2]1[CH:3]=[C:4]([CH:8]([C:9]([C:11]2[S:12][C:13]([Cl:16])=[CH:14][CH:15]=2)=[O:10])[CH2:21][CH2:20][C:19]([O:18][CH3:17])=[O:22])[CH:5]=[CH:6][CH:7]=1. The catalyst class is: 2.